Predict the reactants needed to synthesize the given product. From a dataset of Full USPTO retrosynthesis dataset with 1.9M reactions from patents (1976-2016). (1) Given the product [C:20]([C:22]1[CH:23]=[CH:24][C:25]([C:26]([NH:28][NH:29][C:14](=[O:16])[C@H:13]([NH:12][C:6]2[C:7]3[CH:11]=[CH:10][S:9][C:8]=3[C:3]([C:1]#[N:2])=[CH:4][CH:5]=2)[C@H:17]([OH:19])[CH3:18])=[O:27])=[CH:30][CH:31]=1)#[N:21], predict the reactants needed to synthesize it. The reactants are: [C:1]([C:3]1[C:8]2[S:9][CH:10]=[CH:11][C:7]=2[C:6]([NH:12][C@H:13]([C@H:17]([OH:19])[CH3:18])[C:14]([OH:16])=O)=[CH:5][CH:4]=1)#[N:2].[C:20]([C:22]1[CH:31]=[CH:30][C:25]([C:26]([NH:28][NH2:29])=[O:27])=[CH:24][CH:23]=1)#[N:21].C1C=CC2N(O)N=NC=2C=1.C(Cl)CCl.CCN(CC)CC. (2) Given the product [C:22]([C:19]([C:17]1[CH:16]=[C:11]([CH:10]=[C:9]([OH:8])[CH:18]=1)[C:12]([O:14][CH3:15])=[O:13])([CH3:21])[CH3:20])#[N:23], predict the reactants needed to synthesize it. The reactants are: C([O:8][C:9]1[CH:10]=[C:11]([CH:16]=[C:17]([C:19]([C:22]#[N:23])([CH3:21])[CH3:20])[CH:18]=1)[C:12]([O:14][CH3:15])=[O:13])C1C=CC=CC=1. (3) Given the product [Br-:18].[NH2:14][C:13]1[C:8]([C:6]([NH:5][CH2:4][CH2:3][N+:2]([CH2:19][CH2:20][CH2:21][C:22]2[CH:43]=[CH:42][C:25]([O:26][CH2:27][CH2:28][CH2:29][C:30]3[CH:31]=[CH:32][C:33]([O:34][CH2:35][C@@H:36]([OH:39])[CH2:37][OH:38])=[CH:40][CH:41]=3)=[CH:24][CH:23]=2)([CH3:17])[CH3:1])=[O:7])=[N:9][C:10]([Cl:16])=[C:11]([NH2:15])[N:12]=1, predict the reactants needed to synthesize it. The reactants are: [CH3:1][N:2]([CH3:17])[CH2:3][CH2:4][NH:5][C:6]([C:8]1[C:13]([NH2:14])=[N:12][C:11]([NH2:15])=[C:10]([Cl:16])[N:9]=1)=[O:7].[Br:18][CH2:19][CH2:20][CH2:21][C:22]1[CH:43]=[CH:42][C:25]([O:26][CH2:27][CH2:28][CH2:29][C:30]2[CH:41]=[CH:40][C:33]([O:34][CH2:35][C@@H:36]([OH:39])[CH2:37][OH:38])=[CH:32][CH:31]=2)=[CH:24][CH:23]=1. (4) Given the product [F:15][C:13]([F:16])([F:14])[C:6]1[C:5]2[C:10](=[CH:11][C:2]([NH:1][S:24]([C:21]3[CH:22]=[CH:23][C:18]([Cl:17])=[CH:19][CH:20]=3)(=[O:26])=[O:25])=[CH:3][CH:4]=2)[O:9][C:8](=[O:12])[CH:7]=1, predict the reactants needed to synthesize it. The reactants are: [NH2:1][C:2]1[CH:11]=[C:10]2[C:5]([C:6]([C:13]([F:16])([F:15])[F:14])=[CH:7][C:8](=[O:12])[O:9]2)=[CH:4][CH:3]=1.[Cl:17][C:18]1[CH:23]=[CH:22][C:21]([S:24](Cl)(=[O:26])=[O:25])=[CH:20][CH:19]=1.Cl. (5) Given the product [Cl:11][C:12]1[CH:13]=[C:14]([C@@H:18]2[C@@H:23]([C:24]3[CH:29]=[CH:28][C:27]([Cl:30])=[CH:26][CH:25]=3)[N:22]([C@@H:31]([CH2:34][CH3:35])[CH:32]=[O:33])[C:21](=[O:36])[C@@H:20]([CH2:37][C:38]([O:40][C:41]([CH3:42])([CH3:44])[CH3:43])=[O:39])[CH2:19]2)[CH:15]=[CH:16][CH:17]=1, predict the reactants needed to synthesize it. The reactants are: C(Cl)(=O)C(Cl)=O.CS(C)=O.[Cl:11][C:12]1[CH:13]=[C:14]([C@@H:18]2[C@@H:23]([C:24]3[CH:29]=[CH:28][C:27]([Cl:30])=[CH:26][CH:25]=3)[N:22]([C@@H:31]([CH2:34][CH3:35])[CH2:32][OH:33])[C:21](=[O:36])[C@@H:20]([CH2:37][C:38]([O:40][C:41]([CH3:44])([CH3:43])[CH3:42])=[O:39])[CH2:19]2)[CH:15]=[CH:16][CH:17]=1.C(N(CC)CC)C. (6) Given the product [CH3:29][N:30]([CH3:31])[CH2:32][CH2:33][O:1][C:2]1[CH:19]=[CH:18][C:5]2[N:6]([CH2:15][O:16][CH3:17])[C:7](=[O:14])[C:8]3[CH:9]=[CH:10][CH:11]=[N:12][C:13]=3[C:4]=2[CH:3]=1, predict the reactants needed to synthesize it. The reactants are: [OH:1][C:2]1[CH:19]=[CH:18][C:5]2[N:6]([CH2:15][O:16][CH3:17])[C:7](=[O:14])[C:8]3[CH:9]=[CH:10][CH:11]=[N:12][C:13]=3[C:4]=2[CH:3]=1.C(=O)([O-])[O-].[K+].[K+].[I-].[K+].Cl.[CH3:29][N:30]([CH2:32][CH2:33]Cl)[CH3:31].